Dataset: Catalyst prediction with 721,799 reactions and 888 catalyst types from USPTO. Task: Predict which catalyst facilitates the given reaction. (1) Reactant: C([O:4][CH2:5][C:6]([NH:32]C(=O)C)([CH2:27][O:28]C(=O)C)[CH2:7][CH:8]([O:23]C(=O)C)[C:9]1[CH:14]=[CH:13][C:12]([CH2:15][CH2:16][CH2:17][CH2:18][CH2:19][CH2:20][CH2:21][CH3:22])=[CH:11][CH:10]=1)(=O)C.[OH-].[Na+]. Product: [NH2:32][C:6]([CH2:7][CH:8]([OH:23])[C:9]1[CH:10]=[CH:11][C:12]([CH2:15][CH2:16][CH2:17][CH2:18][CH2:19][CH2:20][CH2:21][CH3:22])=[CH:13][CH:14]=1)([CH2:5][OH:4])[CH2:27][OH:28]. The catalyst class is: 24. (2) Reactant: C[Si]([N-][Si](C)(C)C)(C)C.[Na+].S(O)(O)(=O)=O.[CH:16]1([C:19]2[CH:23]=[C:22]([CH:24]3[CH2:28][CH2:27][CH2:26][N:25]3[C:29](=[NH:31])[NH2:30])[O:21][N:20]=2)[CH2:18][CH2:17]1.C[O:33][CH2:34][C:35](=O)[CH2:36][C:37]([O:39][CH3:40])=O. Product: [CH:16]1([C:19]2[CH:23]=[C:22]([CH:24]3[CH2:28][CH2:27][CH2:26][N:25]3[C:29]3[N:30]=[C:34]([OH:33])[CH:35]=[C:36]([CH2:37][O:39][CH3:40])[N:31]=3)[O:21][N:20]=2)[CH2:17][CH2:18]1. The catalyst class is: 36.